Predict the reactants needed to synthesize the given product. From a dataset of Full USPTO retrosynthesis dataset with 1.9M reactions from patents (1976-2016). (1) Given the product [CH3:1][O:2][C:3]1[CH:4]=[C:5]2[C:10](=[CH:11][C:12]=1[O:13][CH3:14])[N:9]=[CH:8][N:7]=[C:6]2[O:15][C:16]1[CH:22]=[CH:21][C:19]([NH:20][C:30](=[O:36])[O:29][CH:27]2[CH2:42][CH2:43][CH2:38][CH2:39][CH2:40]2)=[C:18]([N+:23]([O-:25])=[O:24])[CH:17]=1, predict the reactants needed to synthesize it. The reactants are: [CH3:1][O:2][C:3]1[CH:4]=[C:5]2[C:10](=[CH:11][C:12]=1[O:13][CH3:14])[N:9]=[CH:8][N:7]=[C:6]2[O:15][C:16]1[CH:22]=[CH:21][C:19]([NH2:20])=[C:18]([N+:23]([O-:25])=[O:24])[CH:17]=1.Cl[C:27](Cl)([O:29][C:30](=[O:36])OC(Cl)(Cl)Cl)Cl.[CH:38]1(O)[CH2:43][CH2:42]C[CH2:40][CH2:39]1.C(=O)(O)[O-].[Na+]. (2) The reactants are: [NH2:1][C@H:2]1[CH2:7][CH2:6][C@H:5]([NH:8][C:9]2[CH:14]=[C:13]([C:15]3[CH:20]=[CH:19][CH:18]=[C:17]([NH:21][CH2:22][C:23]4([C:29]#[N:30])[CH2:28][CH2:27][O:26][CH2:25][CH2:24]4)[N:16]=3)[C:12]([Cl:31])=[CH:11][N:10]=2)[CH2:4][CH2:3]1.C(N(CC)CC)C.Br[CH2:40][CH2:41][CH2:42][OH:43]. Given the product [Cl:31][C:12]1[C:13]([C:15]2[CH:20]=[CH:19][CH:18]=[C:17]([NH:21][CH2:22][C:23]3([C:29]#[N:30])[CH2:28][CH2:27][O:26][CH2:25][CH2:24]3)[N:16]=2)=[CH:14][C:9]([NH:8][C@H:5]2[CH2:6][CH2:7][C@H:2]([NH:1][CH2:40][CH2:41][CH2:42][OH:43])[CH2:3][CH2:4]2)=[N:10][CH:11]=1, predict the reactants needed to synthesize it. (3) Given the product [CH3:13][N:10]1[CH:11]=[CH:12][C:7]([C:4]2[N:3]([CH3:15])[C:2]([S:1][CH3:18])=[N:6][N:5]=2)=[CH:8][C:9]1=[O:14], predict the reactants needed to synthesize it. The reactants are: [SH:1][C:2]1[N:3]([CH3:15])[C:4]([C:7]2[CH:12]=[CH:11][N:10]([CH3:13])[C:9](=[O:14])[CH:8]=2)=[N:5][N:6]=1.[OH-].[Na+].[CH2:18](O)C.IC. (4) Given the product [CH2:21]([S:23]([N:1]1[CH:5]=[C:4]([C:6]2[N:11]3[N:12]=[C:13]([NH:15][C:16]([CH:18]4[CH2:19][CH2:20]4)=[O:17])[N:14]=[C:10]3[CH:9]=[CH:8][CH:7]=2)[CH:3]=[N:2]1)(=[O:25])=[O:24])[CH3:22], predict the reactants needed to synthesize it. The reactants are: [NH:1]1[CH:5]=[C:4]([C:6]2[N:11]3[N:12]=[C:13]([NH:15][C:16]([CH:18]4[CH2:20][CH2:19]4)=[O:17])[N:14]=[C:10]3[CH:9]=[CH:8][CH:7]=2)[CH:3]=[N:2]1.[CH2:21]([S:23](Cl)(=[O:25])=[O:24])[CH3:22].C(N(CC)CC)C. (5) Given the product [NH:23]1[CH:27]=[C:26]([CH2:28][CH2:29][CH2:30][C:31]([N:9]2[CH:6]3[CH2:7][CH2:8][CH:2]2[CH2:3][CH:4]([NH:10][C:11](=[O:22])[O:12][CH2:13][C:14]2[CH:15]=[C:16]([Cl:21])[CH:17]=[C:18]([Cl:20])[CH:19]=2)[CH2:5]3)=[O:32])[N:25]=[N:24]1, predict the reactants needed to synthesize it. The reactants are: Cl.[CH:2]12[NH:9][CH:6]([CH2:7][CH2:8]1)[CH2:5][CH:4]([NH:10][C:11](=[O:22])[O:12][CH2:13][C:14]1[CH:19]=[C:18]([Cl:20])[CH:17]=[C:16]([Cl:21])[CH:15]=1)[CH2:3]2.[NH:23]1[CH:27]=[C:26]([CH2:28][CH2:29][CH2:30][C:31](O)=[O:32])[N:25]=[N:24]1.C(P1(=O)OP(CCC)(=O)OP(CCC)(=O)O1)CC. (6) Given the product [CH3:9][O:8][C:6]1[CH:5]=[CH:4][C:3]([NH:10][C:11](=[O:13])[CH3:12])=[C:2]([O:1][CH2:17][C@@H:15]2[CH2:16][O:14]2)[CH:7]=1, predict the reactants needed to synthesize it. The reactants are: [OH:1][C:2]1[CH:7]=[C:6]([O:8][CH3:9])[CH:5]=[CH:4][C:3]=1[NH:10][C:11](=[O:13])[CH3:12].[O:14]1[CH2:16][C@H:15]1[CH2:17]OS(C1C=CC=C([N+]([O-])=O)C=1)(=O)=O.C(=O)([O-])[O-].[Cs+].[Cs+].N#N. (7) Given the product [F:31][C:30]([F:33])([F:32])[C:27]([OH:8])=[O:26].[F:1][C:2]1[CH:7]=[C:6]([O:8][CH2:24][C:25]2[O:26][C:27]([C:30]([F:33])([F:32])[F:31])=[CH:28][CH:29]=2)[CH:5]=[CH:4][C:3]=1[C:9]([N:11]1[CH2:15][CH2:14][CH2:13][C@H:12]1[CH2:16][N:17]1[CH2:21][CH2:20][CH2:19][C@H:18]1[CH3:22])=[O:10].[F:31][C:30]([F:33])([F:32])[C:27]([O-:8])=[O:26], predict the reactants needed to synthesize it. The reactants are: [F:1][C:2]1[CH:7]=[C:6]([OH:8])[CH:5]=[CH:4][C:3]=1[C:9]([N:11]1[CH2:15][CH2:14][CH2:13][C@H:12]1[CH2:16][N:17]1[CH2:21][CH2:20][CH2:19][C@H:18]1[CH3:22])=[O:10].Br[CH2:24][C:25]1[O:26][C:27]([C:30]([F:33])([F:32])[F:31])=[CH:28][CH:29]=1.